Predict the reactants needed to synthesize the given product. From a dataset of Full USPTO retrosynthesis dataset with 1.9M reactions from patents (1976-2016). Given the product [Br:1][C:2]1[CH:3]=[C:4]2[C:15](=[CH2:17])[C:14]3[C:9](=[CH:10][CH:11]=[C:12]([I:18])[CH:13]=3)[O:8][C:5]2=[N:6][CH:7]=1, predict the reactants needed to synthesize it. The reactants are: [Br:1][C:2]1[CH:3]=[C:4]2[C:15]([CH3:17])(O)[C:14]3[C:9](=[CH:10][CH:11]=[C:12]([I:18])[CH:13]=3)[O:8][C:5]2=[N:6][CH:7]=1.